Dataset: Full USPTO retrosynthesis dataset with 1.9M reactions from patents (1976-2016). Task: Predict the reactants needed to synthesize the given product. Given the product [CH2:1]([N:8]1[C:16]2[C:11](=[CH:12][C:13]([O:17][CH:18]3[CH2:23][CH2:22][CH2:21][CH2:20][O:19]3)=[CH:14][CH:15]=2)[C:10]([CH2:24][OH:25])=[C:9]1[CH:29]([CH3:31])[CH3:30])[C:2]1[CH:3]=[CH:4][CH:5]=[CH:6][CH:7]=1, predict the reactants needed to synthesize it. The reactants are: [CH2:1]([N:8]1[C:16]2[C:11](=[CH:12][C:13]([O:17][CH:18]3[CH2:23][CH2:22][CH2:21][CH2:20][O:19]3)=[CH:14][CH:15]=2)[C:10]([C:24](OCC)=[O:25])=[C:9]1[CH:29]([CH3:31])[CH3:30])[C:2]1[CH:7]=[CH:6][CH:5]=[CH:4][CH:3]=1.[H-].[H-].[H-].[H-].[Li+].[Al+3].